Dataset: Full USPTO retrosynthesis dataset with 1.9M reactions from patents (1976-2016). Task: Predict the reactants needed to synthesize the given product. (1) Given the product [Cl:3][C:4]1[CH:5]=[C:6]([NH:19][C:20]2[C:21]3[C:28]4[CH:29]=[CH:30][C:31]([CH2:33][CH2:34][C:35]([OH:37])=[O:36])=[CH:32][C:27]=4[S:26][C:22]=3[N:23]=[CH:24][N:25]=2)[CH:7]=[CH:8][C:9]=1[O:10][CH2:11][C:12]1[CH:17]=[CH:16][CH:15]=[C:14]([F:18])[CH:13]=1, predict the reactants needed to synthesize it. The reactants are: N#N.[Cl:3][C:4]1[CH:5]=[C:6]([NH:19][C:20]2[C:21]3[C:28]4[CH:29]=[CH:30][C:31](/[CH:33]=[CH:34]/[C:35]([OH:37])=[O:36])=[CH:32][C:27]=4[S:26][C:22]=3[N:23]=[CH:24][N:25]=2)[CH:7]=[CH:8][C:9]=1[O:10][CH2:11][C:12]1[CH:17]=[CH:16][CH:15]=[C:14]([F:18])[CH:13]=1. (2) The reactants are: Br[C:2]1[CH:3]=[C:4]([C:8]2([C:26]3[CH:31]=[C:30]([C:32]([F:35])([F:34])[F:33])[C:29](=[O:36])[N:28]([CH3:37])[CH:27]=3)[C:16]3[C:11](=[C:12]([F:17])[CH:13]=[CH:14][CH:15]=3)[C:10]([NH:18]C(=O)OC(C)(C)C)=[N:9]2)[CH:5]=[CH:6][CH:7]=1.[F:38][C:39]1[CH:40]=[C:41](B(O)O)[CH:42]=[N:43][CH:44]=1. Given the product [NH2:18][C:10]1[C:11]2[C:16](=[CH:15][CH:14]=[CH:13][C:12]=2[F:17])[C:8]([C:26]2[CH:31]=[C:30]([C:32]([F:34])([F:35])[F:33])[C:29](=[O:36])[N:28]([CH3:37])[CH:27]=2)([C:4]2[CH:3]=[CH:2][CH:7]=[C:6]([C:41]3[CH:42]=[N:43][CH:44]=[C:39]([F:38])[CH:40]=3)[CH:5]=2)[N:9]=1, predict the reactants needed to synthesize it. (3) Given the product [F:16][C:8]1[CH:7]=[C:6]([SH:5])[CH:11]=[C:10]([C:12]([F:13])([F:14])[F:15])[CH:9]=1, predict the reactants needed to synthesize it. The reactants are: C(N(CC)C(=O)[S:5][C:6]1[CH:11]=[C:10]([C:12]([F:15])([F:14])[F:13])[CH:9]=[C:8]([F:16])[CH:7]=1)C.[OH-].[Na+].Cl. (4) Given the product [C:1]([CH:5]1[S:9][C:8](=[O:10])[C:7]([CH:14]([OH:15])[C:13]([CH3:12])=[CH:16][CH2:17][CH3:18])([CH3:11])[O:6]1)([CH3:4])([CH3:2])[CH3:3], predict the reactants needed to synthesize it. The reactants are: [C:1]([C@@H:5]1[S:9][C:8](=[O:10])[C@@H:7]([CH3:11])[O:6]1)([CH3:4])([CH3:3])[CH3:2].[CH3:12][C:13](=[CH:16][CH2:17][CH3:18])[CH:14]=[O:15]. (5) Given the product [F:1][C:2]1[CH:15]=[C:14]([C:16]2[CH:17]=[N:18][N:19]([CH3:21])[CH:20]=2)[CH:13]=[CH:12][C:3]=1[CH:4]([NH:5][S:6]([C:8]([CH3:11])([CH3:10])[CH3:9])=[O:7])[CH3:22], predict the reactants needed to synthesize it. The reactants are: [F:1][C:2]1[CH:15]=[C:14]([C:16]2[CH:17]=[N:18][N:19]([CH3:21])[CH:20]=2)[CH:13]=[CH:12][C:3]=1[CH:4]=[N:5][S:6]([C:8]([CH3:11])([CH3:10])[CH3:9])=[O:7].[CH2:22](Cl)Cl.C[Mg]Br.C1COCC1. (6) Given the product [NH2:8][C:4]1[N:5]=[CH:6][N:7]=[C:2]([NH:15][C@H:16]([C:18]2[N:19]([CH:30]3[CH2:32][CH2:31]3)[C:20](=[O:29])[C:21]3[C:26]([CH:27]=2)=[CH:25][CH:24]=[CH:23][C:22]=3[Cl:28])[CH3:17])[C:3]=1[C:9]1[N:10]=[N:11][N:12]([CH3:14])[N:13]=1, predict the reactants needed to synthesize it. The reactants are: Cl[C:2]1[N:7]=[CH:6][N:5]=[C:4]([NH2:8])[C:3]=1[C:9]1[N:10]=[N:11][N:12]([CH3:14])[N:13]=1.[NH2:15][C@H:16]([C:18]1[N:19]([CH:30]2[CH2:32][CH2:31]2)[C:20](=[O:29])[C:21]2[C:26]([CH:27]=1)=[CH:25][CH:24]=[CH:23][C:22]=2[Cl:28])[CH3:17].CCN(C(C)C)C(C)C. (7) Given the product [CH3:4][CH2:3][CH2:2][CH:1]([CH3:7])[CH3:6].[Br:17][C:18]1[C:19](/[CH:25]=[CH:15]/[C:14]2[N:13]3[C:9]([S:10][CH:11]=[CH:12]3)=[N:8][C:7]=2[C:1]2[CH:6]=[CH:5][CH:4]=[CH:3][CH:2]=2)=[N:20][C:21]([NH2:24])=[N:22][CH:23]=1, predict the reactants needed to synthesize it. The reactants are: [C:1]1([C:7]2[N:8]=[C:9]3[N:13]([C:14]=2[CH:15]=O)[CH:12]=[CH:11][S:10]3)[CH:6]=[CH:5][CH:4]=[CH:3][CH:2]=1.[Br:17][C:18]1[C:19]([CH3:25])=[N:20][C:21]([NH2:24])=[N:22][CH:23]=1.